From a dataset of Reaction yield outcomes from USPTO patents with 853,638 reactions. Predict the reaction yield, written as a fraction of the theoretical maximum amount of product (1.0 means a 100% yield; for example, 0.34 means a 34% yield). (1) The reactants are Cl[C:2]1[N:10]=[CH:9][N:8]=[C:7]2[C:3]=1[N:4]=[CH:5][N:6]2[CH:11]1[CH2:16][CH2:15][CH2:14][CH2:13][O:12]1.O.[F:18][C:19]1[C:24](B(O)O)=[CH:23][CH:22]=[CH:21][N:20]=1.O.C(=O)([O-])[O-].[Na+].[Na+]. The catalyst is O1CCOCC1.C1C=CC(P(C2C=CC=CC=2)[C-]2C=CC=C2)=CC=1.C1C=CC(P(C2C=CC=CC=2)[C-]2C=CC=C2)=CC=1.Cl[Pd]Cl.[Fe+2]. The product is [F:18][C:19]1[C:24]([C:2]2[N:10]=[CH:9][N:8]=[C:7]3[C:3]=2[N:4]=[CH:5][N:6]3[CH:11]2[CH2:16][CH2:15][CH2:14][CH2:13][O:12]2)=[CH:23][CH:22]=[CH:21][N:20]=1. The yield is 0.530. (2) The reactants are [CH3:1][O:2][C:3](=[O:7])[C@H:4]1[O:6][CH2:5]1.[CH2:8]([SH:15])[C:9]1[CH:14]=[CH:13][CH:12]=[CH:11][CH:10]=1. No catalyst specified. The product is [CH3:1][O:2][C:3](=[O:7])[C@@H:4]([OH:6])[CH2:5][S:15][CH2:8][C:9]1[CH:14]=[CH:13][CH:12]=[CH:11][CH:10]=1. The yield is 0.920. (3) The reactants are Br[C:2]1[CH:7]=[CH:6][C:5]([F:8])=[CH:4][N:3]=1.[OH:9][CH2:10][C:11]1[CH:18]=[CH:17][C:14]([C:15]#[N:16])=[CH:13][CH:12]=1.[H-].[Na+]. The catalyst is CN(C)C=O. The product is [F:8][C:5]1[CH:6]=[CH:7][C:2]([O:9][CH2:10][C:11]2[CH:18]=[CH:17][C:14]([C:15]#[N:16])=[CH:13][CH:12]=2)=[N:3][CH:4]=1. The yield is 0.850. (4) The reactants are [C:1]1([CH2:7][CH2:8][OH:9])[CH:6]=[CH:5][CH:4]=[CH:3][CH:2]=1.Cl[C:11]1[N:12]=[C:13]([OH:21])[C:14]2[CH:20]=[CH:19][N:18]=[CH:17][C:15]=2[N:16]=1. No catalyst specified. The product is [C:1]1([CH2:7][CH2:8][O:9][C:11]2[N:12]=[C:13]([OH:21])[C:14]3[CH:20]=[CH:19][N:18]=[CH:17][C:15]=3[N:16]=2)[CH:6]=[CH:5][CH:4]=[CH:3][CH:2]=1. The yield is 0.270. (5) The reactants are C(O[C:6]([N:8]1[CH:13]([C:14]2[NH:15][C:16]([C:19]3[CH:24]=[CH:23][C:22]([B:25]4[O:29][C:28]([CH3:31])([CH3:30])[C:27]([CH3:33])([CH3:32])[O:26]4)=[CH:21][CH:20]=3)=[CH:17][N:18]=2)[CH:12]2[CH2:34][CH:9]1[CH2:10][CH2:11]2)=[O:7])(C)(C)C.Cl.[CH3:36][O:37][C:38]([NH:40][CH:41]([CH:45]1[CH2:50][CH2:49][O:48][CH2:47][CH2:46]1)C(O)=O)=[O:39].CCOC(C(C#N)=NOC(N1CCOCC1)=[N+](C)C)=O.F[P-](F)(F)(F)(F)F.CCN(C(C)C)C(C)C. The catalyst is C(Cl)Cl.CO.CCOC(C)=O. The product is [CH3:36][O:37][C:38](=[O:39])[NH:40][CH:41]([CH:45]1[CH2:46][CH2:47][O:48][CH2:49][CH2:50]1)[C:6](=[O:7])[N:8]1[CH:13]([C:14]2[NH:15][C:16]([C:19]3[CH:24]=[CH:23][C:22]([B:25]4[O:29][C:28]([CH3:30])([CH3:31])[C:27]([CH3:32])([CH3:33])[O:26]4)=[CH:21][CH:20]=3)=[CH:17][N:18]=2)[CH:12]2[CH2:34][CH:9]1[CH2:10][CH2:11]2. The yield is 0.790. (6) The reactants are [C:1]([Si:5]([CH3:12])([CH3:11])[O:6][CH2:7][C@@H:8]1[CH2:10][O:9]1)([CH3:4])([CH3:3])[CH3:2].[NH2:13][C:14]1[CH:15]=[CH:16][C:17]2[O:22][CH2:21][C:20](=[O:23])[NH:19][C:18]=2[CH:24]=1. The catalyst is CC#N. The product is [C:1]([Si:5]([CH3:12])([CH3:11])[O:6][CH2:7][C@@H:8]([OH:9])[CH2:10][NH:13][C:14]1[CH:15]=[CH:16][C:17]2[O:22][CH2:21][C:20](=[O:23])[NH:19][C:18]=2[CH:24]=1)([CH3:4])([CH3:3])[CH3:2]. The yield is 0.440. (7) The reactants are [F:1][C:2]1[C:7]([NH2:8])=[CH:6][CH:5]=[CH:4][C:3]=1[NH:9][CH:10]1[CH2:15][CH2:14]N(C)CC1.[Cl:17][C:18]1[CH:26]=[C:25]([F:27])[CH:24]=[CH:23][C:19]=1[C:20](Cl)=[O:21]. The catalyst is O1CCOCC1. The product is [Cl:17][C:18]1[CH:26]=[C:25]([F:27])[CH:24]=[CH:23][C:19]=1[C:20]([NH:8][C:7]1[CH:6]=[CH:5][CH:4]=[C:3]([NH:9][CH:10]2[CH2:15][CH2:14][CH2:2][CH2:3][N:9]2[CH3:10])[C:2]=1[F:1])=[O:21]. The yield is 0.780.